Dataset: NCI-60 drug combinations with 297,098 pairs across 59 cell lines. Task: Regression. Given two drug SMILES strings and cell line genomic features, predict the synergy score measuring deviation from expected non-interaction effect. (1) Drug 1: CC1=C(C=C(C=C1)C(=O)NC2=CC(=CC(=C2)C(F)(F)F)N3C=C(N=C3)C)NC4=NC=CC(=N4)C5=CN=CC=C5. Drug 2: CC(C)(C#N)C1=CC(=CC(=C1)CN2C=NC=N2)C(C)(C)C#N. Cell line: T-47D. Synergy scores: CSS=10.2, Synergy_ZIP=-4.05, Synergy_Bliss=-3.93, Synergy_Loewe=-0.122, Synergy_HSA=-3.37. (2) Drug 1: C1=CC(=CC=C1CCC2=CNC3=C2C(=O)NC(=N3)N)C(=O)NC(CCC(=O)O)C(=O)O. Drug 2: CCC(=C(C1=CC=CC=C1)C2=CC=C(C=C2)OCCN(C)C)C3=CC=CC=C3.C(C(=O)O)C(CC(=O)O)(C(=O)O)O. Cell line: UACC62. Synergy scores: CSS=11.6, Synergy_ZIP=-1.41, Synergy_Bliss=1.17, Synergy_Loewe=-3.42, Synergy_HSA=2.09.